This data is from Full USPTO retrosynthesis dataset with 1.9M reactions from patents (1976-2016). The task is: Predict the reactants needed to synthesize the given product. (1) Given the product [F:17][C:2]([F:1])([F:16])[CH2:3][O:4][CH2:5][C:6]1[O:10][N:9]=[C:8]([C:11]([OH:13])=[O:12])[CH:7]=1, predict the reactants needed to synthesize it. The reactants are: [F:1][C:2]([F:17])([F:16])[CH2:3][O:4][CH2:5][C:6]1[O:10][N:9]=[C:8]([C:11]([O:13]CC)=[O:12])[CH:7]=1.C(O)C.[OH-].[K+]. (2) Given the product [Cl:24][C:25]1[CH:30]=[CH:29][C:28](/[C:31](=[N:21]/[O:20][CH2:19][C:18]2[CH:17]=[CH:16][C:15]([O:14][CH2:13][C:3]3[N:4]=[C:5]([C:7]4[CH:8]=[CH:9][CH:10]=[CH:11][CH:12]=4)[O:6][C:2]=3[CH3:1])=[CH:23][CH:22]=2)/[CH2:32][CH2:33][CH2:34][CH2:35][CH2:36][CH2:37][C:38]([O:40][CH3:42])=[O:39])=[CH:27][CH:26]=1, predict the reactants needed to synthesize it. The reactants are: [CH3:1][C:2]1[O:6][C:5]([C:7]2[CH:12]=[CH:11][CH:10]=[CH:9][CH:8]=2)=[N:4][C:3]=1[CH2:13][O:14][C:15]1[CH:23]=[CH:22][C:18]([CH2:19][O:20][NH2:21])=[CH:17][CH:16]=1.[Cl:24][C:25]1[CH:30]=[CH:29][C:28]([C:31](=O)[CH2:32][CH2:33][CH2:34][CH2:35][CH2:36][CH2:37][C:38]([OH:40])=[O:39])=[CH:27][CH:26]=1.[C:42](O)(=O)C.C([O-])(=O)C.[Na+]. (3) Given the product [Br-:22].[Br:22][CH2:23][CH2:24][CH2:25][P+:26]([C:39]1[CH:44]=[CH:43][CH:42]=[CH:41][CH:40]=1)([C:27]1[CH:28]=[CH:29][CH:30]=[CH:31][CH:32]=1)[C:33]1[CH:38]=[CH:37][CH:36]=[CH:35][CH:34]=1, predict the reactants needed to synthesize it. The reactants are: C1C2C(=CC=C3C=2C=CN=C3)C=NC=1.F[P-](F)(F)(F)(F)F.[Br:22][CH2:23][CH2:24][CH2:25][P+:26]([C:39]1[CH:44]=[CH:43][CH:42]=[CH:41][CH:40]=1)([C:33]1[CH:38]=[CH:37][CH:36]=[CH:35][CH:34]=1)[C:27]1[CH:32]=[CH:31][CH:30]=[CH:29][CH:28]=1. (4) Given the product [F:26][C:22]1[CH:21]=[C:20]([CH:25]=[CH:24][CH:23]=1)[CH2:19][O:18][C:15]1[CH:16]=[CH:17][C:10]2[CH2:9][CH2:8][N:7]([C:5](=[O:6])[C:4]([NH2:41])=[O:3])[CH2:13][CH2:12][C:11]=2[CH:14]=1, predict the reactants needed to synthesize it. The reactants are: C([O:3][C:4](=O)[C:5]([N:7]1[CH2:13][CH2:12][C:11]2[CH:14]=[C:15]([O:18][CH2:19][C:20]3[CH:25]=[CH:24][CH:23]=[C:22]([F:26])[CH:21]=3)[CH:16]=[CH:17][C:10]=2[CH2:9][CH2:8]1)=[O:6])C.Cl.FC1C=C(C=CC=1)COC1C=CC2CC[NH:41]CCC=2C=1.C([ClH]C(=O)C(Cl)=O)C. (5) Given the product [Cl:2][C:3]1[CH:8]=[CH:7][C:6]([CH:9]2[CH2:14][CH:13]([C:15]([O:17][CH3:18])=[O:16])[CH2:12][CH2:11][N:10]2[C:29]([O:30][CH3:31])=[O:32])=[CH:5][C:4]=1[F:19], predict the reactants needed to synthesize it. The reactants are: Cl.[Cl:2][C:3]1[CH:8]=[CH:7][C:6]([CH:9]2[CH2:14][CH:13]([C:15]([O:17][CH3:18])=[O:16])[CH2:12][CH2:11][NH:10]2)=[CH:5][C:4]=1[F:19].CCN(C(C)C)C(C)C.[C:29](Cl)(=[O:32])[O:30][CH3:31]. (6) Given the product [N:27]1[CH:28]=[CH:29][N:30]2[CH:35]=[C:34]([C:2]3[N:11]=[C:10]([NH:12][CH2:13][CH:14]([C:21]4[CH:26]=[CH:25][CH:24]=[CH:23][CH:22]=4)[C:15]4[CH:16]=[N:17][CH:18]=[CH:19][CH:20]=4)[C:9]4[C:4](=[CH:5][CH:6]=[CH:7][CH:8]=4)[N:3]=3)[CH:33]=[CH:32][C:31]=12, predict the reactants needed to synthesize it. The reactants are: Cl[C:2]1[N:11]=[C:10]([NH:12][CH2:13][CH:14]([C:21]2[CH:26]=[CH:25][CH:24]=[CH:23][CH:22]=2)[C:15]2[CH:16]=[N:17][CH:18]=[CH:19][CH:20]=2)[C:9]2[C:4](=[CH:5][CH:6]=[CH:7][CH:8]=2)[N:3]=1.[N:27]1[CH:28]=[CH:29][N:30]2[CH:35]=[C:34](B(O)O)[CH:33]=[CH:32][C:31]=12.N1C=CN2C=C(C3N=C(NCC(C4C=CC=CC=4)C4NC=CC=4)C4C(=CC=CC=4)N=3)C=CC=12. (7) Given the product [CH3:1][C:2]1[O:6][N:5]=[C:4]([C:7]2[S:11][C:10]([NH:12][C:19](=[O:26])[C:20]3[CH:25]=[CH:24][CH:23]=[CH:22][CH:21]=3)=[N:9][C:8]=2[C:13]2[CH:14]=[CH:15][CH:16]=[CH:17][CH:18]=2)[N:3]=1, predict the reactants needed to synthesize it. The reactants are: [CH3:1][C:2]1[O:6][N:5]=[C:4]([C:7]2[S:11][C:10]([NH2:12])=[N:9][C:8]=2[C:13]2[CH:18]=[CH:17][CH:16]=[CH:15][CH:14]=2)[N:3]=1.[C:19](Cl)(=[O:26])[C:20]1[CH:25]=[CH:24][CH:23]=[CH:22][CH:21]=1. (8) Given the product [Cl:1][C:2]1[CH:3]=[C:4]([CH:8]=[CH:9][CH:10]=1)[C:5]([NH:11][C:12]1[CH:17]=[CH:16][C:15]([N+:18]([O-:20])=[O:19])=[CH:14][N:13]=1)=[O:6], predict the reactants needed to synthesize it. The reactants are: [Cl:1][C:2]1[CH:3]=[C:4]([CH:8]=[CH:9][CH:10]=1)[C:5](Cl)=[O:6].[NH2:11][C:12]1[CH:17]=[CH:16][C:15]([N+:18]([O-:20])=[O:19])=[CH:14][N:13]=1. (9) Given the product [Cl:1][C:2]1[C:11](=[O:12])[C:10]2[C:5](=[C:6]([OH:15])[C:7]([OH:13])=[CH:8][CH:9]=2)[O:4][C:3]=1[C:17]1[CH:22]=[CH:21][C:20]([OH:23])=[C:19]([OH:25])[CH:18]=1, predict the reactants needed to synthesize it. The reactants are: [Cl:1][C:2]1[C:11](=[O:12])[C:10]2[C:5](=[C:6]([O:15]C)[C:7]([O:13]C)=[CH:8][CH:9]=2)[O:4][C:3]=1[C:17]1[CH:22]=[CH:21][C:20]([O:23]C)=[C:19]([O:25]C)[CH:18]=1.B(Br)(Br)Br.